This data is from Full USPTO retrosynthesis dataset with 1.9M reactions from patents (1976-2016). The task is: Predict the reactants needed to synthesize the given product. (1) The reactants are: [CH3:1][O:2][C:3](=[O:9])[C:4]([CH3:8])([CH3:7])[CH2:5][OH:6].O.C1(C)C=CC(S(O)(=O)=O)=CC=1.[O:22]1[CH:27]=[CH:26][CH2:25][CH2:24][CH2:23]1.C([O-])(O)=O.[Na+]. Given the product [CH3:7][C:4]([CH3:8])([CH2:5][O:6][CH:23]1[CH2:24][CH2:25][CH2:26][CH2:27][O:22]1)[C:3]([O:2][CH3:1])=[O:9], predict the reactants needed to synthesize it. (2) Given the product [CH3:1][C:2]1[CH:7]=[CH:6][C:5]([S:8]([O:17][CH2:16][C:12]2([CH2:18][O:19][S:8]([C:5]3[CH:6]=[CH:7][C:2]([CH3:1])=[CH:3][CH:4]=3)(=[O:10])=[O:9])[CH2:15][CH2:14][CH2:13]2)(=[O:10])=[O:9])=[CH:4][CH:3]=1, predict the reactants needed to synthesize it. The reactants are: [CH3:1][C:2]1[CH:7]=[CH:6][C:5]([S:8](Cl)(=[O:10])=[O:9])=[CH:4][CH:3]=1.[C:12]1([CH2:18][OH:19])([CH2:16][OH:17])[CH2:15][CH2:14][CH2:13]1. (3) The reactants are: [C:1]([O:11][CH3:12])(=[O:10])[C@H:2]([C:4]1[CH:9]=[CH:8][CH:7]=[CH:6][CH:5]=1)[OH:3].N1C=CN=C1.[Si:18](Cl)([C:21]([CH3:24])([CH3:23])[CH3:22])([CH3:20])[CH3:19]. Given the product [CH3:12][O:11][C:1](=[O:10])[CH:2]([O:3][Si:18]([C:21]([CH3:24])([CH3:23])[CH3:22])([CH3:20])[CH3:19])[C:4]1[CH:9]=[CH:8][CH:7]=[CH:6][CH:5]=1, predict the reactants needed to synthesize it. (4) The reactants are: COC(=O)C1C=CC=C(N[C:11](=[O:38])[CH2:12][N:13]2[N:19]=[C:18]([CH:20]3[CH2:25][CH2:24][CH2:23][CH2:22][CH2:21]3)[C:17]3[CH:26]=[CH:27][CH:28]=[CH:29][C:16]=3[N:15]([CH2:30][C:31](=[O:36])[C:32]([CH3:35])([CH3:34])[CH3:33])[C:14]2=[O:37])C=1.C1(C2C3C=CC=CC=3N([CH2:57][C:58](C3CCCC3)=[O:59])C(=O)N(CC(O)=O)N=2)CCCCC1.C(OC(=O)CN1C2C(=CC=C(N)C=2)C=C1)C.C1(C2C3C=CC=CC=3N(CC(=O)C(C)(C)C)C(=O)N(CC(O)=O)N=2)CCCCC1.COC(=O)C1C=CC=C(N)C=1. Given the product [CH2:58]([O:59][C:11](=[O:38])[CH2:12][N:13]1[N:19]=[C:18]([CH:20]2[CH2:21][CH2:22][CH2:23][CH2:24][CH2:25]2)[C:17]2[CH:26]=[CH:27][CH:28]=[CH:29][C:16]=2[N:15]([CH2:30][C:31](=[O:36])[C:32]([CH3:34])([CH3:33])[CH3:35])[C:14]1=[O:37])[CH3:57], predict the reactants needed to synthesize it. (5) Given the product [Cl:8][C:5]1[N:4]2[N:9]=[CH:10][N:11]=[C:3]2[C:2]([NH:12][C:13]2[CH:28]=[CH:27][C:16]([C:17]([NH:19][CH2:20][C:21]3[CH:22]=[N:23][CH:24]=[CH:25][CH:26]=3)=[O:18])=[CH:15][CH:14]=2)=[CH:7][CH:6]=1, predict the reactants needed to synthesize it. The reactants are: Br[C:2]1[C:3]2[N:4]([N:9]=[CH:10][N:11]=2)[C:5]([Cl:8])=[CH:6][CH:7]=1.[NH2:12][C:13]1[CH:28]=[CH:27][C:16]([C:17]([NH:19][CH2:20][C:21]2[CH:22]=[N:23][CH:24]=[CH:25][CH:26]=2)=[O:18])=[CH:15][CH:14]=1.CC(C)([O-])C.[Na+].CC1(C)C2C(=C(P(C3C=CC=CC=3)C3C=CC=CC=3)C=CC=2)OC2C(P(C3C=CC=CC=3)C3C=CC=CC=3)=CC=CC1=2. (6) Given the product [NH2:3][CH2:12][CH2:13][N:14]1[C:23]2[C:18](=[N:19][CH:20]=[C:21]([CH2:24][C:25]3[CH:30]=[CH:29][C:28]([F:31])=[CH:27][CH:26]=3)[CH:22]=2)[C:17]([OH:32])=[C:16]([C:33]([NH:47][CH2:46][CH2:45][N:39]2[CH2:44][CH2:43][O:42][CH2:41][CH2:40]2)=[O:34])[C:15]1=[O:38], predict the reactants needed to synthesize it. The reactants are: O=C1C2C(=CC=CC=2)C(=O)[N:3]1[CH2:12][CH2:13][N:14]1[C:23]2[C:18](=[N:19][CH:20]=[C:21]([CH2:24][C:25]3[CH:30]=[CH:29][C:28]([F:31])=[CH:27][CH:26]=3)[CH:22]=2)[C:17]([OH:32])=[C:16]([C:33](OCC)=[O:34])[C:15]1=[O:38].[N:39]1([CH2:45][CH2:46][NH2:47])[CH2:44][CH2:43][O:42][CH2:41][CH2:40]1.NN. (7) Given the product [CH2:25]([O:27][C:28](=[O:40])[CH2:29][CH2:30][CH2:31][O:32][C:33]1[CH:34]=[CH:35][C:36]([O:39][CH2:6][C:1]#[C:2][CH3:3])=[CH:37][CH:38]=1)[CH3:26], predict the reactants needed to synthesize it. The reactants are: [C:1]1(P([C:1]2[CH:6]=CC=[CH:3][CH:2]=2)[C:1]2[CH:6]=CC=[CH:3][CH:2]=2)[CH:6]=CC=[CH:3][CH:2]=1.C(O)C#CC.[CH2:25]([O:27][C:28](=[O:40])[CH2:29][CH2:30][CH2:31][O:32][C:33]1[CH:38]=[CH:37][C:36]([OH:39])=[CH:35][CH:34]=1)[CH3:26].N(C(OCC)=O)=NC(OCC)=O. (8) Given the product [C:30]([O:33][CH2:34][CH2:35][O:14][C:4]1[C:3]([C:15]2[CH:23]=[CH:22][C:18]3[O:19][CH2:20][O:21][C:17]=3[CH:16]=2)=[C:2]([NH2:1])[N:6]([CH2:7][C:8]2[CH:13]=[CH:12][CH:11]=[CH:10][CH:9]=2)[N:5]=1)(=[O:32])[CH3:31], predict the reactants needed to synthesize it. The reactants are: [NH2:1][C:2]1[N:6]([CH2:7][C:8]2[CH:13]=[CH:12][CH:11]=[CH:10][CH:9]=2)[N:5]=[C:4]([OH:14])[C:3]=1[C:15]1[CH:23]=[CH:22][C:18]2[O:19][CH2:20][O:21][C:17]=2[CH:16]=1.C(=O)([O-])[O-].[Cs+].[Cs+].[C:30]([O:33][CH2:34][CH2:35]Br)(=[O:32])[CH3:31]. (9) The reactants are: [NH:1]1[C:10]2[C:5](=[CH:6][CH:7]=[CH:8][CH:9]=2)[CH2:4][CH2:3][CH2:2]1.[N+:11]([O-])([O-:13])=[O:12].[K+].C([O-])(O)=O.[Na+]. Given the product [N+:11]([C:8]1[CH:9]=[C:10]2[C:5]([CH2:4][CH2:3][CH2:2][NH:1]2)=[CH:6][CH:7]=1)([O-:13])=[O:12], predict the reactants needed to synthesize it.